Regression. Given a peptide amino acid sequence and an MHC pseudo amino acid sequence, predict their binding affinity value. This is MHC class II binding data. From a dataset of Peptide-MHC class II binding affinity with 134,281 pairs from IEDB. (1) The peptide sequence is YTTEGGTKGEAKDVI. The MHC is HLA-DPA10103-DPB10201 with pseudo-sequence HLA-DPA10103-DPB10201. The binding affinity (normalized) is 0.195. (2) The peptide sequence is PGLWILGCHNSDFRNRGMTA. The MHC is DRB1_1101 with pseudo-sequence DRB1_1101. The binding affinity (normalized) is 0. (3) The peptide sequence is AAAFAGTTVYGAFAA. The MHC is HLA-DQA10401-DQB10402 with pseudo-sequence HLA-DQA10401-DQB10402. The binding affinity (normalized) is 0.484. (4) The peptide sequence is SSVFNVVNSSIGLIM. The binding affinity (normalized) is 0.618. The MHC is DRB1_0901 with pseudo-sequence DRB1_0901. (5) The peptide sequence is IGPRHPIRALVGDEV. The MHC is DRB1_1501 with pseudo-sequence DRB1_1501. The binding affinity (normalized) is 0.479. (6) The peptide sequence is EKKGFAATQFEPLAA. The MHC is HLA-DQA10301-DQB10302 with pseudo-sequence HLA-DQA10301-DQB10302. The binding affinity (normalized) is 0.448.